This data is from Experimentally validated miRNA-target interactions with 360,000+ pairs, plus equal number of negative samples. The task is: Binary Classification. Given a miRNA mature sequence and a target amino acid sequence, predict their likelihood of interaction. (1) The miRNA is hsa-miR-4746-3p with sequence AGCGGUGCUCCUGCGGGCCGA. The protein sequence of the target gene is MLVGQGAGPLGPAVVTAAVVLLLSGVGPAHGSEDIVVGCGGFVKSDVEINYSLIEIKLYTKHGTLKYQTDCAPNNGYFMIPLYDKGDFILKIEPPLGWSFEPTTVELHVDGVSDICTKGGDINFVFTGFSVNGKVLSKGQPLGPAGVQVSLRNTGTEAKIQSTVTQPGGKFAFFKVLPGDYEILATHPTWALKEASTTVRVTNSNANAASPLIVAGYNVSGSVRSDGEPMKGVKFLLFSSLVTKEDVLGCNVSPVPGFQPQDESLVYLCYTVSREDGSFSFYSLPSGGYTVIPFYRGERI.... Result: 0 (no interaction). (2) The miRNA is hsa-miR-3945 with sequence AGGGCAUAGGAGAGGGUUGAUAU. The protein sequence of the target gene is MRVWVPVGVLTSLAYCFHQRRVALAEQRAPNGQRPVDRNLLELKMVQVVFRHGARSPLKPLPLEEQVEWNPKLLEIPPQTRFDYTVTNLAGGPKPHSHYDTEYRKTTLRGGVLAGQLTKVGMQQMFALGEKLRKNYVEDIPFLSPVYNPQEVFIRSTNMFRNLESTRCLLAGLFQHQKGSAVIHTDEASSEVLYPNYQSCWVLKEKTRGRKKAAISQPGISEDLEKVKTGVGINNGDDVDFFVLLDNVAAEQVHSLLNCPALERFAQLIEQRAVDMALYVVEQEDRESIQMAVGPFLHIL.... Result: 0 (no interaction). (3) The miRNA is hsa-miR-410-3p with sequence AAUAUAACACAGAUGGCCUGU. The protein sequence of the target gene is MDDKELIEYFKSQMKEDPDMASAVAAIRTLLEFLKRDKGETIQGLRANLTSAIETLCGVDSSVAVSSGGELFLRFISLASLEYSDYSKCKKIMIERGELFLRRISLSRNKIADLCHTFIKDGATILTHAYSRVVLRVLEAAVAAKKRFSVYVTESQPDLSGKKMAKALCHLNVPVTVVLDAAVGYIMEKADLVIVGAEGVVENGGIINKIGTNQMAVCAKAQNKPFYVVAESFKFVRLFPLNQQDVPDKFKYKADTLKVAQTGQDLKEEHPWVDYTAPSLITLLFTDLGVLTPSAVSDEL.... Result: 1 (interaction). (4) The miRNA is mmu-miR-574-5p with sequence UGAGUGUGUGUGUGUGAGUGUGU. The protein sequence of the target gene is MDGRDFAPPPHLLSERGSLGHRSAAAAARLAPAGPAAQPAAHFQPGKYFPSPLPMASHTASSRLMGNPPASSFMGSFLTSSLGSAASAHPSGPTSSPSEPAYRGSHPATSQIWFSHSHEAPAYPRFSGSLASTFLPVSHLDHHGNSNVLYGQHRFYGTQKDNFYLRNLPPQPTILPANHNFPGVPRATPAHPIGSCSRDRIEAASLQKGPKEFDRFLMGKEVGKEKVSKGAEGRERPAVEEDSGKDRQKLVPPMPAEGPCKEAGPAPRGSCEGRPKHLTSCLLNTKVLNGDMGKASLASC.... Result: 0 (no interaction). (5) The miRNA is hsa-miR-4668-5p with sequence AGGGAAAAAAAAAAGGAUUUGUC. The protein sequence of the target gene is MSLWKKTVYRSLCLALALLVAVTVFQRSLTPGQFLQEPPPPTLEPQKAQKPNGQLVNPNNFWKNPKDVAAPTPMASQGPQAWDVTTTNCSANINLTHQPWFQVLEPQFRQFLFYRHCRYFPMLLNHPEKCRGDVYLLVVVKSVITQHDRREAIRQTWGRERQSAGGGRGAVRTLFLLGTASKQEERTHYQQLLAYEDRLYGDILQWGFLDTFFNLTLKEIHFLKWLDIYCPHVPFIFKGDDDVFVNPTNLLEFLADRQPQENLFVGDVLQHARPIRRKDNKYYIPGALYGKASYPPYAGG.... Result: 1 (interaction). (6) The miRNA is hsa-miR-7977 with sequence UUCCCAGCCAACGCACCA. The protein sequence of the target gene is MEYPGIKVDTVTSGIQRRVKGRIAKTNLNVSLASKIKAKILNNSSIFKISLKHNNRALARALSKEKENSRRITTEKMQLQKEVEKLNFENTFLRLKLNTLNKKLVEIESHVSNDLLTAIEISSLSEFHQGSFLLSATKKQRNSKQCKPAHLPYARVLLTSENDDDDGADDKWQTKCNNRTISKTSPDSTSSVSRQPSSLHQCNLKAFPPKEDNQKTCGSGHLEHTSSVDILPNESHSDQSPKSSLSEMKTAPSPSLRREKLSHGNVTMRKKCVSSTPDILYVTDLDHQPTSSPGSNWNNE.... Result: 0 (no interaction). (7) The miRNA is hsa-miR-7854-3p with sequence UGAGGUGACCGCAGAUGGGAA. The protein sequence of the target gene is MTSCGQRSRNVLAVFSLLFPAVLSAHFRVCEPYTDHKGRYHFGFHCPRLSDNKTFVLCCHHNNTVFKYCCNETEFQAVMQANLTAGPEGYMHNNYTALLGVWIYGFFVLTLLVLDLLYYSAMNYDICKVYLTRWGIQGRWMKQDPRRWGNPARAPRPGQPAPQPQPPPGTLPQAPQAVHTLRGDTHSPPLMTFQSSSA. Result: 0 (no interaction).